From a dataset of HIV replication inhibition screening data with 41,000+ compounds from the AIDS Antiviral Screen. Binary Classification. Given a drug SMILES string, predict its activity (active/inactive) in a high-throughput screening assay against a specified biological target. (1) The molecule is CN1C(=O)N(C)C(O)C(Cl)(Cl)C1=O. The result is 0 (inactive). (2) The molecule is NS(=O)(=O)OCCCCCCCOS(N)(=O)=O. The result is 0 (inactive). (3) The molecule is O=C1NC2Cc3ccccc3C(C2)O1. The result is 0 (inactive).